Dataset: Peptide-MHC class I binding affinity with 185,985 pairs from IEDB/IMGT. Task: Regression. Given a peptide amino acid sequence and an MHC pseudo amino acid sequence, predict their binding affinity value. This is MHC class I binding data. (1) The peptide sequence is FSVQRNLPF. The MHC is HLA-B44:02 with pseudo-sequence HLA-B44:02. The binding affinity (normalized) is 0.0847. (2) The peptide sequence is IRFPKTFGWLW. The MHC is Mamu-B17 with pseudo-sequence Mamu-B17. The binding affinity (normalized) is 0.574. (3) The peptide sequence is LTAPCDIYV. The MHC is HLA-A02:01 with pseudo-sequence HLA-A02:01. The binding affinity (normalized) is 0.0847. (4) The binding affinity (normalized) is 0.765. The MHC is Mamu-B03 with pseudo-sequence Mamu-B03. The peptide sequence is RRLTARGIL. (5) The peptide sequence is SLQTIASKK. The MHC is HLA-A02:03 with pseudo-sequence HLA-A02:03. The binding affinity (normalized) is 0. (6) The peptide sequence is FPLTQRDVL. The MHC is HLA-B18:01 with pseudo-sequence HLA-B18:01. The binding affinity (normalized) is 0.302. (7) The peptide sequence is RTRGGVAAA. The MHC is HLA-A02:12 with pseudo-sequence HLA-A02:12. The binding affinity (normalized) is 0.0847. (8) The peptide sequence is EIYRTLYGL. The MHC is HLA-A26:03 with pseudo-sequence HLA-A26:03. The binding affinity (normalized) is 0.519. (9) The peptide sequence is ILFDRLPIA. The MHC is HLA-A68:02 with pseudo-sequence HLA-A68:02. The binding affinity (normalized) is 0.0847.